This data is from Catalyst prediction with 721,799 reactions and 888 catalyst types from USPTO. The task is: Predict which catalyst facilitates the given reaction. (1) Reactant: [F:1][C:2]1[CH:7]=[CH:6][C:5]([CH2:8][OH:9])=[C:4](/[CH:10]=[CH:11]/[C:12]2[CH:17]=[CH:16][C:15]([F:18])=[CH:14][CH:13]=2)[CH:3]=1. Product: [F:1][C:2]1[CH:7]=[CH:6][C:5]([CH2:8][OH:9])=[C:4]([CH2:10][CH2:11][C:12]2[CH:13]=[CH:14][C:15]([F:18])=[CH:16][CH:17]=2)[CH:3]=1. The catalyst class is: 43. (2) Reactant: [CH2:1]([S:3][CH2:4][CH2:5][O:6][C:7]1[CH:12]=[C:11]([CH3:13])[C:10]([C:14]2[CH:19]=[CH:18][CH:17]=[C:16]([CH2:20][O:21][C:22]3[CH:35]=[CH:34][C:25]4[C@H:26]([CH2:29][C:30]([O:32]C)=[O:31])[CH2:27][O:28][C:24]=4[CH:23]=3)[CH:15]=2)=[C:9]([CH3:36])[CH:8]=1)[CH3:2].CO.[OH-].[Na+].Cl. Product: [CH2:1]([S:3][CH2:4][CH2:5][O:6][C:7]1[CH:8]=[C:9]([CH3:36])[C:10]([C:14]2[CH:19]=[CH:18][CH:17]=[C:16]([CH2:20][O:21][C:22]3[CH:35]=[CH:34][C:25]4[C@H:26]([CH2:29][C:30]([OH:32])=[O:31])[CH2:27][O:28][C:24]=4[CH:23]=3)[CH:15]=2)=[C:11]([CH3:13])[CH:12]=1)[CH3:2]. The catalyst class is: 132. (3) Reactant: [C:1]([O:5][C:6]([NH:8][CH2:9][CH2:10][CH:11]1[CH2:16][CH2:15][N:14]([C:17]([O:19][CH2:20][C:21]2[CH:26]=[C:25]([Cl:27])[CH:24]=[C:23]([Cl:28])[CH:22]=2)=[O:18])[CH2:13][CH2:12]1)=[O:7])([CH3:4])([CH3:3])[CH3:2].[H-].[Na+].I[CH3:32]. Product: [C:1]([O:5][C:6]([N:8]([CH3:32])[CH2:9][CH2:10][CH:11]1[CH2:12][CH2:13][N:14]([C:17]([O:19][CH2:20][C:21]2[CH:26]=[C:25]([Cl:27])[CH:24]=[C:23]([Cl:28])[CH:22]=2)=[O:18])[CH2:15][CH2:16]1)=[O:7])([CH3:4])([CH3:2])[CH3:3]. The catalyst class is: 3. (4) Reactant: [CH2:1]([NH:4][C:5]1[CH:6]=[C:7]([CH:10]=[CH:11][CH:12]=1)[C:8]#[N:9])[C:2]#[CH:3].Br[CH2:14][C:15]([O:17][CH2:18][CH3:19])=[O:16].[O-2].[Mg+2]. Product: [CH2:18]([O:17][C:15]([CH2:14][N:4]([CH2:1][C:2]#[CH:3])[C:5]1[CH:6]=[C:7]([CH:10]=[CH:11][CH:12]=1)[C:8]#[N:9])=[O:16])[CH3:19]. The catalyst class is: 44. (5) Reactant: Cl.[CH3:2][O:3][C:4](=[O:18])/[CH:5]=[CH:6]/[C:7]1[CH:12]=[CH:11][C:10]([C@@H:13]2[CH2:17][CH2:16][CH2:15][NH:14]2)=[CH:9][CH:8]=1.C(N(CC)CC)C.Cl.C(N=C=NCCCN(C)C)C.ON1C2C=CC=CC=2N=N1.[CH3:48][C:49]1[NH:50][C:51]2[C:56]([C:57]=1[CH2:58][C:59](O)=[O:60])=[CH:55][CH:54]=[CH:53][CH:52]=2. Product: [CH3:2][O:3][C:4](=[O:18])/[CH:5]=[CH:6]/[C:7]1[CH:12]=[CH:11][C:10]([C@@H:13]2[CH2:17][CH2:16][CH2:15][N:14]2[C:59](=[O:60])[CH2:58][C:57]2[C:56]3[C:51](=[CH:52][CH:53]=[CH:54][CH:55]=3)[NH:50][C:49]=2[CH3:48])=[CH:9][CH:8]=1. The catalyst class is: 204. (6) Reactant: ClC(N(C)C)=C(C)C.[C:9]([O:13][C:14]([NH:16][CH2:17][C:18]1[CH:19]=[CH:20][C:21]([Cl:27])=[C:22]([CH:26]=1)[C:23]([OH:25])=O)=[O:15])([CH3:12])([CH3:11])[CH3:10].N1C=CC=CC=1.C([O:36][C:37](=[O:50])[C:38]1[CH:43]=[C:42]([NH2:44])[CH:41]=[CH:40][C:39]=1[O:45][CH2:46][CH2:47][O:48][CH3:49])C. Product: [C:9]([O:13][C:14]([NH:16][CH2:17][C:18]1[CH:19]=[CH:20][C:21]([Cl:27])=[C:22]([CH:26]=1)[C:23]([NH:44][C:42]1[CH:41]=[CH:40][C:39]([O:45][CH2:46][CH2:47][O:48][CH3:49])=[C:38]([CH:43]=1)[C:37]([OH:50])=[O:36])=[O:25])=[O:15])([CH3:10])([CH3:11])[CH3:12]. The catalyst class is: 23. (7) Reactant: C(N(C(C)C)CC)(C)C.[NH:10]1[CH2:15][CH2:14][O:13][CH2:12][CH2:11]1.[CH3:16][C:17]1[O:18][C:19]([CH3:25])=[CH:20][C:21]=1[C:22](Cl)=[O:23]. Product: [CH3:16][C:17]1[O:18][C:19]([CH3:25])=[CH:20][C:21]=1[C:22]([N:10]1[CH2:15][CH2:14][O:13][CH2:12][CH2:11]1)=[O:23]. The catalyst class is: 2.